This data is from Reaction yield outcomes from USPTO patents with 853,638 reactions. The task is: Predict the reaction yield, written as a fraction of the theoretical maximum amount of product (1.0 means a 100% yield; for example, 0.34 means a 34% yield). (1) The reactants are Cl[C:2]1[CH:7]=[CH:6][CH:5]=[CH:4][CH:3]=1.[C:8]1(B(O)O)[CH:13]=[CH:12][CH:11]=[CH:10][CH:9]=1.C([O-])([O-])=O.[K+].[K+]. The catalyst is C1COCC1.CCCCCC.O.P(Cl)(C(C)(C)C)C(C)(C)C. The product is [C:2]1([C:8]2[CH:13]=[CH:12][CH:11]=[CH:10][CH:9]=2)[CH:7]=[CH:6][CH:5]=[CH:4][CH:3]=1. The yield is 0.570. (2) The yield is 0.870. The catalyst is O1CCCC1.CO. The product is [NH2:1][C:2]1[C:3]([O:15][CH3:14])=[N:4][C:5]2[C:10]([N:11]=1)=[CH:9][C:8]([CH3:12])=[CH:7][CH:6]=2. The reactants are [NH2:1][C:2]1[C:3](Cl)=[N:4][C:5]2[C:10]([N:11]=1)=[CH:9][C:8]([CH3:12])=[CH:7][CH:6]=2.[CH3:14][O-:15].[Na+]. (3) The reactants are C(O[C:5]1[CH:10]=[CH:9][C:8]([O:11][CH2:12][C:13]2[CH:18]=[CH:17][CH:16]=[CH:15][CH:14]=2)=[CH:7][C:6]=1C)(=O)C.[O:20]1[CH2:24][CH2:23]CC1.[OH2:25].O.[OH-].[Li+]. The catalyst is CO. The product is [CH2:12]([O:11][C:8]1[CH:7]=[CH:6][C:5]([CH2:23][C:24]([OH:20])=[O:25])=[CH:10][CH:9]=1)[C:13]1[CH:14]=[CH:15][CH:16]=[CH:17][CH:18]=1. The yield is 0.960. (4) The reactants are [Cl:1][C:2]1[CH:3]=[C:4]([C:8]2[CH:9]=[C:10]([CH2:16][N:17]3[CH:21]=[N:20][C:19]([C:22]([O:24]C)=O)=[N:18]3)[CH:11]=[N:12][C:13]=2[O:14][CH3:15])[CH:5]=[CH:6][CH:7]=1.[NH3:26]. The catalyst is CO. The product is [Cl:1][C:2]1[CH:3]=[C:4]([C:8]2[CH:9]=[C:10]([CH2:16][N:17]3[CH:21]=[N:20][C:19]([C:22]([NH2:26])=[O:24])=[N:18]3)[CH:11]=[N:12][C:13]=2[O:14][CH3:15])[CH:5]=[CH:6][CH:7]=1. The yield is 0.770. (5) The reactants are Br[C:2]1[CH:7]=[CH:6][N:5]2[CH:8]=[C:9]([C:11]3[CH:16]=[CH:15][C:14]([O:17][CH3:18])=[CH:13][CH:12]=3)[N:10]=[C:4]2[CH:3]=1.Cl.[F:20][CH2:21][CH2:22][CH2:23][NH2:24]. No catalyst specified. The product is [F:20][CH2:21][CH2:22][CH2:23][NH:24][C:2]1[CH:7]=[CH:6][N:5]2[CH:8]=[C:9]([C:11]3[CH:16]=[CH:15][C:14]([O:17][CH3:18])=[CH:13][CH:12]=3)[N:10]=[C:4]2[CH:3]=1. The yield is 0.0800. (6) The reactants are [Cl:1][C:2]1[CH:3]=[C:4]([CH:9](O)[C:10]([F:13])([F:12])[F:11])[CH:5]=[C:6]([Cl:8])[CH:7]=1.[Br:15]N1C(=O)CCC1=O.P(OC1C=CC=CC=1)(OC1C=CC=CC=1)OC1C=CC=CC=1. The catalyst is ClCCl. The product is [Br:15][CH:9]([C:4]1[CH:3]=[C:2]([Cl:1])[CH:7]=[C:6]([Cl:8])[CH:5]=1)[C:10]([F:13])([F:12])[F:11]. The yield is 0.400.